From a dataset of Forward reaction prediction with 1.9M reactions from USPTO patents (1976-2016). Predict the product of the given reaction. Given the reactants [C:1]([CH:5]1[N:14]2[C:9](=[CH:10][C:11](=[O:20])[C:12]([C:15]([O:17]CC)=[O:16])=[CH:13]2)[C:8]2[CH:21]=[C:22]([O:31][CH3:32])[C:23]([O:25][CH2:26][CH2:27][CH2:28][S:29][CH3:30])=[CH:24][C:7]=2[CH2:6]1)([CH3:4])([CH3:3])[CH3:2].CO.O[Li].O.Cl, predict the reaction product. The product is: [C:1]([CH:5]1[N:14]2[C:9](=[CH:10][C:11](=[O:20])[C:12]([C:15]([OH:17])=[O:16])=[CH:13]2)[C:8]2[CH:21]=[C:22]([O:31][CH3:32])[C:23]([O:25][CH2:26][CH2:27][CH2:28][S:29][CH3:30])=[CH:24][C:7]=2[CH2:6]1)([CH3:4])([CH3:2])[CH3:3].